This data is from Full USPTO retrosynthesis dataset with 1.9M reactions from patents (1976-2016). The task is: Predict the reactants needed to synthesize the given product. (1) Given the product [CH2:1]([C:3]1[CH:8]=[C:7]([CH3:9])[CH:6]=[C:5]([CH2:10][CH3:11])[C:4]=1[C:12]1[C:13](=[O:22])[N:14]([CH3:21])[N:15]=[C:16]([CH3:20])[C:17]=1[S:39]([CH3:23])(=[O:42])=[O:40])[CH3:2], predict the reactants needed to synthesize it. The reactants are: [CH2:1]([C:3]1[CH:8]=[C:7]([CH3:9])[CH:6]=[C:5]([CH2:10][CH3:11])[C:4]=1[C:12]1[C:13](=[O:22])[N:14]([CH3:21])[N:15]=[C:16]([CH3:20])[C:17]=1SC)[CH3:2].[C:23](=O)([O-])O.[Na+].ClC1C=CC=C(C(OO)=O)C=1.[S:39]([O-:42])([O-])=[O:40].[Na+].[Na+]. (2) Given the product [C:5]([C:4]1[CH:7]=[C:8]([CH3:36])[C:9]([C:10]#[C:11][CH2:12][C:13]([OH:35])([C:31]([F:33])([F:34])[F:32])[CH2:14][C:15]([C:18]2[C:26]3[O:25][CH2:24][CH2:23][C:22]=3[CH:21]=[C:20]([S:27]([CH3:30])(=[O:29])=[O:28])[CH:19]=2)([CH3:17])[CH3:16])=[C:2]([NH:1][C:39](=[O:40])[C:38]([F:49])([F:48])[F:37])[CH:3]=1)#[N:6], predict the reactants needed to synthesize it. The reactants are: [NH2:1][C:2]1[CH:3]=[C:4]([CH:7]=[C:8]([CH3:36])[C:9]=1[C:10]#[C:11][CH2:12][C:13]([OH:35])([C:31]([F:34])([F:33])[F:32])[CH2:14][C:15]([C:18]1[C:26]2[O:25][CH2:24][CH2:23][C:22]=2[CH:21]=[C:20]([S:27]([CH3:30])(=[O:29])=[O:28])[CH:19]=1)([CH3:17])[CH3:16])[C:5]#[N:6].[F:37][C:38]([F:49])([F:48])[C:39](O[C:39](=[O:40])[C:38]([F:49])([F:48])[F:37])=[O:40]. (3) Given the product [Cl:22][C:18]1[CH:17]=[C:16]([C:14]2[O:13][N:12]=[C:11]([CH:7]3[CH2:8][CH2:9][CH2:10][N:6]3[C:3]3[N:4]([CH3:5])[C:23]([C:24]4[CH:29]=[CH:28][N:27]=[CH:26][CH:25]=4)=[N:31][N:32]=3)[CH:15]=2)[CH:21]=[CH:20][CH:19]=1, predict the reactants needed to synthesize it. The reactants are: CS[C:3]([N:6]1[CH2:10][CH2:9][CH2:8][CH:7]1[C:11]1[CH:15]=[C:14]([C:16]2[CH:21]=[CH:20][CH:19]=[C:18]([Cl:22])[CH:17]=2)[O:13][N:12]=1)=[N:4][CH3:5].[C:23]([NH:31][NH2:32])(=O)[C:24]1[CH:29]=[CH:28][N:27]=[CH:26][CH:25]=1.N1C=CC=CC=1. (4) The reactants are: F[C:2]1[CH:3]=[C:4]2[C:8](=[CH:9][CH:10]=1)[C:7](=[O:11])[CH2:6][CH2:5]2.[NH:12]1[CH2:18][CH2:17][CH2:16][CH2:15][CH2:14][CH2:13]1. Given the product [N:12]1([C:2]2[CH:3]=[C:4]3[C:8](=[CH:9][CH:10]=2)[C:7](=[O:11])[CH2:6][CH2:5]3)[CH2:18][CH2:17][CH2:16][CH2:15][CH2:14][CH2:13]1, predict the reactants needed to synthesize it. (5) Given the product [CH3:1][C:2]1[C:3]([N:9]2[CH2:16][CH:15]3[CH:11]([CH2:12][N:13]([C:22]([C:21]4[CH:25]=[CH:26][C:18]([F:17])=[CH:19][C:20]=4[N:27]4[N:31]=[CH:30][CH:29]=[N:28]4)=[O:23])[CH2:14]3)[CH2:10]2)=[N:4][C:5]([CH3:8])=[CH:6][N:7]=1, predict the reactants needed to synthesize it. The reactants are: [CH3:1][C:2]1[C:3]([N:9]2[CH2:16][CH:15]3[CH:11]([CH2:12][NH:13][CH2:14]3)[CH2:10]2)=[N:4][C:5]([CH3:8])=[CH:6][N:7]=1.[F:17][C:18]1[CH:26]=[CH:25][C:21]([C:22](O)=[O:23])=[C:20]([N:27]2[N:31]=[CH:30][CH:29]=[N:28]2)[CH:19]=1. (6) Given the product [F:1][C:2]([F:7])([F:6])[CH2:3][CH2:4][O:5][C:15]1[N:16]=[CH:17][C:18]([C:19]([O:21][CH2:22][CH3:23])=[O:20])=[CH:24][CH:25]=1, predict the reactants needed to synthesize it. The reactants are: [F:1][C:2]([F:7])([F:6])[CH2:3][CH2:4][OH:5].CC(C)([O-])C.[K+].Cl[C:15]1[CH:25]=[CH:24][C:18]([C:19]([O:21][CH2:22][CH3:23])=[O:20])=[CH:17][N:16]=1.